Dataset: Experimentally validated miRNA-target interactions with 360,000+ pairs, plus equal number of negative samples. Task: Binary Classification. Given a miRNA mature sequence and a target amino acid sequence, predict their likelihood of interaction. (1) The miRNA is hsa-miR-29b-3p with sequence UAGCACCAUUUGAAAUCAGUGUU. The protein sequence of the target gene is MAHEHGHEHGHHKMELPDYRQWKIEGTPLETIQKKLAAKGLRDPWGRNEAWRYMGGFAKSVSFSDVFFKGFKWGFAAFVVAVGAEYYLESLNKDKKHH. Result: 0 (no interaction). (2) The miRNA is hsa-miR-6509-5p with sequence AUUAGGUAGUGGCAGUGGAAC. The protein sequence of the target gene is MGGFFSSIFSSLFGTREMRILILGLDGAGKTTILYRLQVGEVVTTIPTIGFNVETVTYKNLKFQVWDLGGQTSIRPYWRCYYSNTDAVIYVVDSCDRDRIGISKSELVAMLEEEELRKAILVVFANKQDMEQAMTPSEMANALGLPALKDRKWQIFKTSATKGTGLDEAMEWLVETLKSRQ. Result: 0 (no interaction). (3) The miRNA is hsa-miR-4700-3p with sequence CACAGGACUGACUCCUCACCCCAGUG. The protein sequence of the target gene is MAAMAPALTDAAAEAHHIRFKLAPPSSTLSPGSAENNGNANILIAANGTKRKAIAAEDPSLDFRNNPTKEDLGKLQPLVASYLCSDVTSVPSKESLKLQGVFSKQTVLKSHPLLSQSYELRAELLGRQPVLEFSLENLRTMNTSGQTALPQAPVNGLAKKLTKSSTHSDHDNSTSLNGGKRALTSSALHGGEMGGSESGDLKGGMTNCTLPHRSLDVEHTTLYSNNSTANKSSVNSMEQPALQGSSRLSPGTDSSSNLGGVKLEGKKSPLSSILFSALDSDTRITALLRRQADIESRARR.... Result: 1 (interaction). (4) The miRNA is rno-let-7d-3p with sequence CUAUACGACCUGCUGCCUUUCU. The protein sequence of the target gene is MAELQEVQITEEKPLLPGQTPEAAKEAELAARILLDQGQTHSVETPYGSVTFTVYGTPKPKRPAILTYHDVGLNYKSCFQPLFQFEDMQEIIQNFVRVHVDAPGMEEGAPVFPLGYQYPSLDQLADMIPCVLQYLNFSTIIGVGVGAGAYILARYALNHPDTVEGLVLINIDPNAKGWMDWAAHKLTGLTSSIPEMILGHLFSQEELSGNSELIQKYRNIITHAPNLDNIELYWNSYNNRRDLNFERGGDITLRCPVMLVVGDQAPHEDAVVECNSKLDPTQTSFLKMADSGGQPQLTQP.... Result: 0 (no interaction). (5) The miRNA is hsa-miR-18a-5p with sequence UAAGGUGCAUCUAGUGCAGAUAG. The protein sequence of the target gene is MLMKKNASFEDFFLLLGFSNWPHLEVVLFVVILIFYLITLIGNLFIIILSYLDSHLHTPMYFFLSNLSFLDLCYTTSSIPQLLVNLWGPEKTISYAGCTVQLYFVLALGTAECVLLVVMSYDRYAAVCRPLHYTVLMHPRFCRLLAAASWVSGFTTSALHSSFTFWIPLCRHRLVDHFFCEVPALLRLSCVDTQANELTLMVMSSIFVLIPLILILTSYGAIARAVLSMQSTTGLQKVLRTCGAHLMVVSLFFIPVMCMYLQPPSENSQDQGKFIALFYTVVTPSLNPLIYTFRNKDVRG.... Result: 0 (no interaction). (6) The miRNA is hsa-miR-6720-5p with sequence UUCCAGCCCUGGUAGGCGCCGCG. The protein sequence of the target gene is MDALKSAGRALIRSPSLAKQSWGGGGRHRKLPENWTDTRETLLEGMLFSLKYLGMTLVEQPKGEELSAAAIKRIVATAKASGKKLQKVTLKVSPRGIILTDNLTNQLIENVSIYRISYCTADKMHDKVFAYIAQSQHNQSLECHAFLCTKRKMAQAVTLTVAQAFKVAFEFWQVSKEEKEKRDKASQEGGDVLGARQDCTPSLKSLVATGNLLDLEETAKAPLSTVSANTTNMDEVPRPQALSGSSVVWELDDGLDEAFSRLAQSRTNPQVLDTGLTAQDMHYAQCLSPVDWDKPDSSGT.... Result: 0 (no interaction). (7) The miRNA is hsa-miR-582-5p with sequence UUACAGUUGUUCAACCAGUUACU. The protein sequence of the target gene is MIQAQESITLEDVAVDFTWEEWQLLGAAQKDLYRDVMLENYSNLVAVGYQASKPDALFKLEQGEQLWTIEDGIHSGACSDIWKVDHVLERLQSESLVNRRKPCHEHDAFENIVHCSKSQFLLGQNHDIFDLRGKSLKSNLTLVNQSKGYEIKNSVEFTGNGDSFLHANHERLHTAIKFPASQKLISTKSQFISPKHQKTRKLEKHHVCSECGKAFIKKSWLTDHQVMHTGEKPHRCSLCEKAFSRKFMLTEHQRTHTGEKPYECPECGKAFLKKSRLNIHQKTHTGEKPYICSECGKGFI.... Result: 1 (interaction).